The task is: Predict the reaction yield, written as a fraction of the theoretical maximum amount of product (1.0 means a 100% yield; for example, 0.34 means a 34% yield).. This data is from Reaction yield outcomes from USPTO patents with 853,638 reactions. (1) The reactants are [CH3:1][O:2][CH2:3][CH2:4][O:5][CH2:6][CH2:7]O.C1(P(C2C=CC=CC=2)C2C=CC=CC=2)C=CC=CC=1.N(C(OC(C)C)=O)=NC(OC(C)C)=O.[Br:42][C:43]1[CH:52]=[CH:51][C:46]([C:47]([O:49]C)=O)=[CH:45][C:44]=1[OH:53].O.[OH-].[Li+].Cl.BrC1C=CC(C(O)=O)=CC=1OCCOCCOC.Cl.CN(C)CCCN=C=NCC.[C:88]1([S:98]([NH2:101])(=[O:100])=[O:99])[C:89]([S:94]([NH2:97])(=[O:96])=[O:95])=[CH:90][CH:91]=[CH:92][CH:93]=1. The catalyst is O1CCCC1.O.CN(C)C1C=CN=CC=1.CN(C)C=O. The product is [Br:42][C:43]1[CH:52]=[CH:51][C:46]([C:47]([NH:101][S:98]([C:88]2[CH:93]=[CH:92][CH:91]=[CH:90][C:89]=2[S:94](=[O:96])(=[O:95])[NH2:97])(=[O:100])=[O:99])=[O:49])=[CH:45][C:44]=1[O:53][CH2:7][CH2:6][O:5][CH2:4][CH2:3][O:2][CH3:1]. The yield is 0.600. (2) The reactants are [C:1]([O:5][C:6](=[O:14])[NH:7][C@H:8]([C:12]#[N:13])[CH2:9][C:10]#[CH:11])([CH3:4])([CH3:3])[CH3:2].[Cl-].[NH4+].[N-:17]=[N+:18]=[N-:19].[Na+]. The catalyst is CN(C=O)C. The product is [C:1]([O:5][C:6](=[O:14])[NH:7][C@H:8]([C:12]1[NH:19][N:18]=[N:17][N:13]=1)[CH2:9][C:10]#[CH:11])([CH3:4])([CH3:2])[CH3:3]. The yield is 0.960. (3) The reactants are [CH2:1]([O:8][CH2:9][C@H:10]1[CH2:12][O:11]1)[C:2]1[CH:7]=[CH:6][CH:5]=[CH:4][CH:3]=1.O.[NH2:14][NH2:15].C[O-].[Na+].[C:19](=[O:26])(OCC)OCC. The catalyst is CO. The product is [NH2:14][N:15]1[CH2:12][C@H:10]([CH2:9][O:8][CH2:1][C:2]2[CH:3]=[CH:4][CH:5]=[CH:6][CH:7]=2)[O:11][C:19]1=[O:26]. The yield is 0.660. (4) The reactants are Br[C:2]1[CH:11]=[CH:10][C:9]2[C:4](=[CH:5][CH:6]=[C:7]([O:12][CH3:13])[CH:8]=2)[CH:3]=1.[CH3:14][O:15][C:16]1[CH:21]=[CH:20][C:19](OB(O)O)=[CH:18][CH:17]=1. No catalyst specified. The product is [CH3:13][O:12][C:7]1[CH:6]=[CH:5][C:4]2[C:9](=[CH:10][CH:11]=[C:2]([C:19]3[CH:20]=[CH:21][C:16]([O:15][CH3:14])=[CH:17][CH:18]=3)[CH:3]=2)[CH:8]=1. The yield is 0.560. (5) The reactants are [NH2:1][C:2]1[C:7]([C:8]2[CH:9]=[C:10]([NH:14][S:15]([C:18]3[CH:23]=[CH:22][C:21]([O:24]C)=[CH:20][CH:19]=3)(=[O:17])=[O:16])[CH:11]=[N:12][CH:13]=2)=[C:6]([NH:26][C@H:27]([C:29]2[N:34]([C:35]3[CH:40]=[CH:39][CH:38]=[CH:37][CH:36]=3)[C:33](=[O:41])[C:32]3=[C:42]([CH3:45])[CH:43]=[CH:44][N:31]3[N:30]=2)[CH3:28])[N:5]=[CH:4][N:3]=1.B(Br)(Br)Br. The catalyst is ClCCl. The product is [NH2:1][C:2]1[C:7]([C:8]2[CH:9]=[C:10]([NH:14][S:15]([C:18]3[CH:23]=[CH:22][C:21]([OH:24])=[CH:20][CH:19]=3)(=[O:17])=[O:16])[CH:11]=[N:12][CH:13]=2)=[C:6]([NH:26][C@H:27]([C:29]2[N:34]([C:35]3[CH:40]=[CH:39][CH:38]=[CH:37][CH:36]=3)[C:33](=[O:41])[C:32]3=[C:42]([CH3:45])[CH:43]=[CH:44][N:31]3[N:30]=2)[CH3:28])[N:5]=[CH:4][N:3]=1. The yield is 0.150. (6) The reactants are I[C:2]1[C:3]([NH:8][CH3:9])=[N:4][CH:5]=[CH:6][CH:7]=1.[C:10]1([N:16]([C:24]2[CH:29]=[CH:28][CH:27]=[CH:26][CH:25]=2)[C:17]2[CH:22]=[CH:21][CH:20]=[C:19]([NH2:23])[CH:18]=2)[CH:15]=[CH:14][CH:13]=[CH:12][CH:11]=1.CC([O-])(C)C.[Na+]. The catalyst is C1(C)C=CC=CC=1.C1C=CC(/C=C/C(/C=C/C2C=CC=CC=2)=O)=CC=1.C1C=CC(/C=C/C(/C=C/C2C=CC=CC=2)=O)=CC=1.C1C=CC(/C=C/C(/C=C/C2C=CC=CC=2)=O)=CC=1.[Pd].[Pd].C1(P(C2CCCCC2)C2C=CC=CC=2C2C(C(C)C)=CC(C(C)C)=CC=2C(C)C)CCCCC1. The product is [C:10]1([N:16]([C:24]2[CH:29]=[CH:28][CH:27]=[CH:26][CH:25]=2)[C:17]2[CH:18]=[C:19]([NH:23][C:2]3[C:3]([NH:8][CH3:9])=[N:4][CH:5]=[CH:6][CH:7]=3)[CH:20]=[CH:21][CH:22]=2)[CH:15]=[CH:14][CH:13]=[CH:12][CH:11]=1. The yield is 0.910.